This data is from Catalyst prediction with 721,799 reactions and 888 catalyst types from USPTO. The task is: Predict which catalyst facilitates the given reaction. (1) Reactant: [C:1]([O:4][CH:5]=[CH2:6])(=[O:3])[CH3:2].OC([C:10]1[NH:15][C:14](=[O:16])[CH:13]=[CH:12][N:11]=1)C. Product: [C:1]([O:4][C@@H:5]([C:10]1[NH:15][C:14](=[O:16])[CH:13]=[CH:12][N:11]=1)[CH3:6])(=[O:3])[CH3:2]. The catalyst class is: 12. (2) Reactant: Cl.[F:2][C:3]1[CH:8]=[CH:7][C:6]([CH:9]([C:17]2[CH:22]=[CH:21][C:20]([F:23])=[CH:19][CH:18]=2)[CH:10]2[C:15](=[O:16])[CH2:14][CH2:13][NH:12][CH2:11]2)=[CH:5][CH:4]=1.[C:24]([C:26]1[CH:33]=[CH:32][C:29]([CH2:30]Br)=[CH:28][CH:27]=1)#[N:25].C(=O)([O-])[O-].[K+].[K+]. Product: [F:2][C:3]1[CH:8]=[CH:7][C:6]([CH:9]([C:17]2[CH:18]=[CH:19][C:20]([F:23])=[CH:21][CH:22]=2)[CH:10]2[C:15](=[O:16])[CH2:14][CH2:13][N:12]([CH2:30][C:29]3[CH:32]=[CH:33][C:26]([C:24]#[N:25])=[CH:27][CH:28]=3)[CH2:11]2)=[CH:5][CH:4]=1. The catalyst class is: 9.